This data is from NCI-60 drug combinations with 297,098 pairs across 59 cell lines. The task is: Regression. Given two drug SMILES strings and cell line genomic features, predict the synergy score measuring deviation from expected non-interaction effect. (1) Drug 1: CC1=C2C(C(=O)C3(C(CC4C(C3C(C(C2(C)C)(CC1OC(=O)C(C(C5=CC=CC=C5)NC(=O)OC(C)(C)C)O)O)OC(=O)C6=CC=CC=C6)(CO4)OC(=O)C)OC)C)OC. Drug 2: CCC1(CC2CC(C3=C(CCN(C2)C1)C4=CC=CC=C4N3)(C5=C(C=C6C(=C5)C78CCN9C7C(C=CC9)(C(C(C8N6C=O)(C(=O)OC)O)OC(=O)C)CC)OC)C(=O)OC)O.OS(=O)(=O)O. Cell line: OVCAR-8. Synergy scores: CSS=31.2, Synergy_ZIP=0.724, Synergy_Bliss=-3.12, Synergy_Loewe=-11.7, Synergy_HSA=-2.12. (2) Drug 1: CCC1(CC2CC(C3=C(CCN(C2)C1)C4=CC=CC=C4N3)(C5=C(C=C6C(=C5)C78CCN9C7C(C=CC9)(C(C(C8N6C)(C(=O)OC)O)OC(=O)C)CC)OC)C(=O)OC)O. Drug 2: CCN(CC)CCNC(=O)C1=C(NC(=C1C)C=C2C3=C(C=CC(=C3)F)NC2=O)C. Cell line: OVCAR3. Synergy scores: CSS=38.8, Synergy_ZIP=-0.766, Synergy_Bliss=-1.91, Synergy_Loewe=-12.4, Synergy_HSA=-1.08. (3) Drug 1: C1=NC(=NC(=O)N1C2C(C(C(O2)CO)O)O)N. Drug 2: C(=O)(N)NO. Cell line: LOX IMVI. Synergy scores: CSS=45.4, Synergy_ZIP=2.85, Synergy_Bliss=4.30, Synergy_Loewe=-37.7, Synergy_HSA=2.14. (4) Drug 1: C1CCC(C1)C(CC#N)N2C=C(C=N2)C3=C4C=CNC4=NC=N3. Drug 2: CC(C)CN1C=NC2=C1C3=CC=CC=C3N=C2N. Cell line: MCF7. Synergy scores: CSS=-2.77, Synergy_ZIP=1.18, Synergy_Bliss=-1.54, Synergy_Loewe=-4.33, Synergy_HSA=-4.03. (5) Drug 1: C1C(C(OC1N2C=NC3=C(N=C(N=C32)Cl)N)CO)O. Drug 2: C(CC(=O)O)C(=O)CN.Cl. Cell line: RPMI-8226. Synergy scores: CSS=44.4, Synergy_ZIP=-3.75, Synergy_Bliss=-4.63, Synergy_Loewe=-20.1, Synergy_HSA=1.75.